Dataset: Catalyst prediction with 721,799 reactions and 888 catalyst types from USPTO. Task: Predict which catalyst facilitates the given reaction. Reactant: [O:1]=[C:2]1[N:8]2[CH2:9][CH:10]([C:13]([O:15][CH3:16])=[O:14])[CH2:11][CH2:12][CH:7]2[CH2:6][CH2:5][C:4]2[CH:17]=[N:18][CH:19]=[CH:20][C:3]1=2.C1C=C(Cl)C=C(C(OO)=[O:29])C=1. Product: [CH3:16][O:15][C:13]([CH:10]1[CH2:9][N:8]2[C:2](=[O:1])[C:3]3[CH:20]=[CH:19][N+:18]([O-:29])=[CH:17][C:4]=3[CH2:5][CH2:6][CH:7]2[CH2:12][CH2:11]1)=[O:14]. The catalyst class is: 2.